Dataset: Reaction yield outcomes from USPTO patents with 853,638 reactions. Task: Predict the reaction yield, written as a fraction of the theoretical maximum amount of product (1.0 means a 100% yield; for example, 0.34 means a 34% yield). The reactants are [Cl:1][C:2]1[CH:7]=[CH:6][C:5]([N:8]=[C:9]=[O:10])=[C:4]([O:11][C:12]2[CH:17]=[CH:16][CH:15]=[CH:14][CH:13]=2)[CH:3]=1.[NH2:18][C:19]1[CH:24]=[CH:23][C:22]([C:25]2[O:29][C:28]([C:30]([NH:32][CH:33]([CH:38]([CH3:40])[CH3:39])[C:34]([O:36][CH3:37])=[O:35])=[O:31])=[N:27][CH:26]=2)=[CH:21][CH:20]=1. No catalyst specified. The product is [Cl:1][C:2]1[CH:7]=[CH:6][C:5]([NH:8][C:9](=[O:10])[NH:18][C:19]2[CH:24]=[CH:23][C:22]([C:25]3[O:29][C:28]([C:30]([NH:32][CH:33]([CH:38]([CH3:40])[CH3:39])[C:34]([O:36][CH3:37])=[O:35])=[O:31])=[N:27][CH:26]=3)=[CH:21][CH:20]=2)=[C:4]([O:11][C:12]2[CH:13]=[CH:14][CH:15]=[CH:16][CH:17]=2)[CH:3]=1. The yield is 0.790.